Dataset: Catalyst prediction with 721,799 reactions and 888 catalyst types from USPTO. Task: Predict which catalyst facilitates the given reaction. (1) Reactant: [F:1][C:2]1[CH:3]=[C:4]([N+:9]([O-:11])=[O:10])[CH:5]=[CH:6][C:7]=1F.[OH-].[NH4+:13]. Product: [F:1][C:2]1[CH:3]=[C:4]([N+:9]([O-:11])=[O:10])[CH:5]=[CH:6][C:7]=1[NH2:13]. The catalyst class is: 6. (2) Reactant: C([NH:9][C:10]1[NH:11][N:12]([C:21]2[C:26]([Cl:27])=[CH:25][C:24]([Cl:28])=[CH:23][C:22]=2[Cl:29])[C:13](=[O:20])[C:14]=1[N:15]1[CH:19]=[CH:18][CH:17]=[N:16]1)(=O)C1C=CC=CC=1.O.O.O.O.O.O.O.O.[OH-].[Ba+2].[OH-].[OH-].[Na+].Cl. Product: [NH2:9][C:10]1[NH:11][N:12]([C:21]2[C:22]([Cl:29])=[CH:23][C:24]([Cl:28])=[CH:25][C:26]=2[Cl:27])[C:13](=[O:20])[C:14]=1[N:15]1[CH:19]=[CH:18][CH:17]=[N:16]1. The catalyst class is: 5. (3) Product: [Cl:4][C:19]1[C:14]([C:12]#[N:13])=[CH:15][C:16]([C:24]([O:26][CH2:27][CH3:28])=[O:25])=[C:17]([CH:21]([F:23])[F:22])[N:18]=1. The catalyst class is: 2. Reactant: C(Cl)(=O)C([Cl:4])=O.CN(C=O)C.[C:12]([C:14]1[C:19](=O)[NH:18][C:17]([CH:21]([F:23])[F:22])=[C:16]([C:24]([O:26][CH2:27][CH3:28])=[O:25])[CH:15]=1)#[N:13]. (4) Reactant: C[N:2]([CH:4]=[C:5]1[C:13]2[C:8](=[CH:9][CH:10]=[CH:11][C:12]=2[CH2:14][O:15][Si](C(C)(C)C)(C)C)[NH:7][C:6]1=[O:23])[CH3:3].Cl.[CH3:25][NH:26][S:27](=[O:36])([C:29]1[CH:34]=[CH:33]C(N)=[CH:31][CH:30]=1)=[O:28]. Product: [OH:15][CH2:14][C:12]1[CH:11]=[CH:10][CH:9]=[C:8]2[C:13]=1[C:5](=[CH:4][NH:2][C:3]1[CH:33]=[CH:34][C:29]([S:27]([NH:26][CH3:25])(=[O:36])=[O:28])=[CH:30][CH:31]=1)[C:6](=[O:23])[NH:7]2. The catalyst class is: 8. (5) Reactant: [C:1]([O:5][C:6]([N:8]1[CH2:12][CH2:11][CH:10]([CH2:13][NH:14][C:15]2[S:16][C:17]3[CH:23]=[C:22]([N+:24]([O-:26])=[O:25])[CH:21]=[CH:20][C:18]=3[N:19]=2)[CH2:9]1)=[O:7])([CH3:4])([CH3:3])[CH3:2].[H-].[Na+].IC.[C:31](OCC)(=O)[CH3:32]. Product: [C:1]([O:5][C:6]([N:8]1[CH2:12][CH2:11][CH:10]([CH2:13][N:14]([C:15]2[S:16][C:17]3[CH:23]=[C:22]([N+:24]([O-:26])=[O:25])[CH:21]=[CH:20][C:18]=3[N:19]=2)[CH2:31][CH3:32])[CH2:9]1)=[O:7])([CH3:4])([CH3:2])[CH3:3]. The catalyst class is: 3. (6) Product: [CH3:47][O:48][C:49]([C:51]1[NH:61][C:54]2=[N:55][CH:56]=[C:57]([CH2:59][NH:60][C:4](=[O:6])[C:3]3[CH:7]=[C:8]([N+:11]([O-:13])=[O:12])[CH:9]=[CH:10][C:2]=3[CH3:1])[CH:58]=[C:53]2[CH:52]=1)=[O:50]. The catalyst class is: 3. Reactant: [CH3:1][C:2]1[CH:10]=[CH:9][C:8]([N+:11]([O-:13])=[O:12])=[CH:7][C:3]=1[C:4]([OH:6])=O.CCN(C(C)C)C(C)C.CN(C(ON1N=NC2C=CC=NC1=2)=[N+](C)C)C.F[P-](F)(F)(F)(F)F.[CH3:47][O:48][C:49]([C:51]1[NH:61][C:54]2=[N:55][CH:56]=[C:57]([CH2:59][NH2:60])[CH:58]=[C:53]2[CH:52]=1)=[O:50].